This data is from Ames mutagenicity test results for genotoxicity prediction. The task is: Regression/Classification. Given a drug SMILES string, predict its toxicity properties. Task type varies by dataset: regression for continuous values (e.g., LD50, hERG inhibition percentage) or binary classification for toxic/non-toxic outcomes (e.g., AMES mutagenicity, cardiotoxicity, hepatotoxicity). Dataset: ames. The drug is S=P(N1CC1)(N1CC1)N1CC1. The result is 1 (mutagenic).